From a dataset of Drug-target binding data from BindingDB using Ki measurements. Regression. Given a target protein amino acid sequence and a drug SMILES string, predict the binding affinity score between them. We predict pKi (pKi = -log10(Ki in M); higher means stronger inhibition). Dataset: bindingdb_ki. (1) The small molecule is CCCCCCc1cc(O)c(Oc2ccccc2Cl)cc1F. The target protein sequence is MRLQHKRGLIIGIANENSIAFGCARVMREQGAELALTYLNEKAEPYVRPLAQRLDSRLVVPCDVREPGRLEDVFARIAQEWGQLDFVLHSIAYAPKEDLHRRVTDCSQAGFAMAMDVSCHSFIRVARLAEPLMTNGGCLLTVTFYGAERAVEDYNLMGPVKAALEGSVRYLAAELGPRRIRVHALSPGPLKTRAASGIDRFDALLERVRERTPGHRLVDIDDVGHVAAFLASDDAAALTGNVEYIDGGYHVVG. The pKi is 6.9. (2) The small molecule is Cc1nc(N2CCNCC2)c2c3c(sc2n1)CC(C)CC3. The target protein sequence is MLYPLLTKTRNTYDLGGIWNFKLGEHNPNELLPSDEVMVIPTSFNDLMVSKEKRDYIGDFWYEKVIEVPKVSEGEEMVLRFGSVTHQAKIYVDGILVGEHKGGFTPFEVLVPECKYNNEKIKVSICANNVLDYTTLPVGNYSEIIQEDGSIKKKVRENFDFFNYAGVHRPLKLMIRPKNHISDITITSRLSDDLQSADLHFLVETNQKVDEVRISVFDEDNKLVGETKDSRLFLSDVHLWEVLNAYLYTARVEIFVDNQLQDVYEENFGLREIEVTNGQFLLNRKPIYFKGFGKHEDTFINGRGLNEAANLMDLNLLKDIGANSFRTSHYPYSEEMMRLADRMGVLVIDEVPAVGLFQNFNASLDLSPKDNGTWSLMQTKAAHEQAIQELVKRDKNHPSVVMWVVANEPASHEAGAHDYFEPLVKLYKDLDPQKRPVTLVNILMATPDRDQVMDLVDVVCLNRYYGWYVDHGDLTNAEVGLRKELLEWQDKFPDKPIIIT.... The pKi is 6.1.